Predict which catalyst facilitates the given reaction. From a dataset of Catalyst prediction with 721,799 reactions and 888 catalyst types from USPTO. (1) Reactant: [CH3:1][O:2][C:3](=[O:12])[CH2:4][C:5]1[CH:10]=[CH:9][CH:8]=[CH:7][C:6]=1[NH2:11].C(=O)([O-])[O-].[K+].[K+].Br[CH2:20][C:21]([O:23][C:24]([CH3:27])([CH3:26])[CH3:25])=[O:22]. Product: [CH3:1][O:2][C:3](=[O:12])[CH2:4][C:5]1[CH:10]=[CH:9][CH:8]=[CH:7][C:6]=1[NH:11][CH2:20][C:21]([O:23][C:24]([CH3:27])([CH3:26])[CH3:25])=[O:22]. The catalyst class is: 18. (2) Reactant: Br[C:2]1[CH:3]=[C:4]([CH2:8][S:9]([NH2:12])(=[O:11])=[O:10])[CH:5]=[CH:6][CH:7]=1.[CH3:13][C:14]1([CH3:30])[C:18]([CH3:20])([CH3:19])[O:17][B:16]([B:16]2[O:17][C:18]([CH3:20])([CH3:19])[C:14]([CH3:30])([CH3:13])[O:15]2)[O:15]1.C([O-])(=O)C.[K+]. Product: [CH3:13][C:14]1([CH3:30])[C:18]([CH3:20])([CH3:19])[O:17][B:16]([C:2]2[CH:3]=[C:4]([CH2:8][S:9]([NH2:12])(=[O:11])=[O:10])[CH:5]=[CH:6][CH:7]=2)[O:15]1. The catalyst class is: 294. (3) Reactant: [Cl:1][C:2]1[CH:3]=[N:4][CH:5]=[C:6]([Cl:37])[C:7]=1[CH2:8][C@@H:9]([O:20][C:21](=[O:36])[CH:22]([C:24]1[CH:33]=[CH:32][C:31]2[C:26](=[CH:27][CH:28]=[C:29]([O:34][CH3:35])[CH:30]=2)[CH:25]=1)[CH3:23])[C:10]1[CH:15]=[CH:14][C:13]([O:16][CH3:17])=[C:12]([O:18][CH3:19])[CH:11]=1.CO. Product: [Cl:37][C:6]1[CH:5]=[N:4][CH:3]=[C:2]([Cl:1])[C:7]=1[CH2:8][C@H:9]([O:20][C:21](=[O:36])[C@@H:22]([C:24]1[CH:33]=[CH:32][C:31]2[C:26](=[CH:27][CH:28]=[C:29]([O:34][CH3:35])[CH:30]=2)[CH:25]=1)[CH3:23])[C:10]1[CH:15]=[CH:14][C:13]([O:16][CH3:17])=[C:12]([O:18][CH3:19])[CH:11]=1. The catalyst class is: 22.